Dataset: Full USPTO retrosynthesis dataset with 1.9M reactions from patents (1976-2016). Task: Predict the reactants needed to synthesize the given product. The reactants are: [NH2:1][C:2]1[N:7]=[CH:6][C:5]([C:8]#[C:9]C(C)(O)C)=[CH:4][CH:3]=1.[OH-].[Na+]. Given the product [C:8]([C:5]1[CH:4]=[CH:3][C:2]([NH2:1])=[N:7][CH:6]=1)#[CH:9], predict the reactants needed to synthesize it.